From a dataset of Catalyst prediction with 721,799 reactions and 888 catalyst types from USPTO. Predict which catalyst facilitates the given reaction. Reactant: [C:1]([C:5]1[CH:6]=[C:7]([NH:51][S:52]([CH3:55])(=[O:54])=[O:53])[C:8]([O:49][CH3:50])=[C:9]([NH:11][C:12](=[O:48])[NH:13][C:14]2[C:23]3[C:18](=[CH:19][CH:20]=[CH:21][CH:22]=3)[C:17]([O:24][C:25]3[CH:30]=[CH:29][N:28]=[C:27]([NH:31][C:32]4[CH:37]=[CH:36][C:35]([P:38](=[O:45])([O:42]CC)[O:39][CH2:40][CH3:41])=[C:34]([O:46][CH3:47])[CH:33]=4)[CH:26]=3)=[CH:16][CH:15]=2)[CH:10]=1)([CH3:4])([CH3:3])[CH3:2].[OH-].[Na+].CCO.C(O)(=O)C. Product: [C:1]([C:5]1[CH:6]=[C:7]([NH:51][S:52]([CH3:55])(=[O:54])=[O:53])[C:8]([O:49][CH3:50])=[C:9]([NH:11][C:12]([NH:13][C:14]2[C:23]3[C:18](=[CH:19][CH:20]=[CH:21][CH:22]=3)[C:17]([O:24][C:25]3[CH:30]=[CH:29][N:28]=[C:27]([NH:31][C:32]4[CH:37]=[CH:36][C:35]([P:38]([O:39][CH2:40][CH3:41])(=[O:42])[OH:45])=[C:34]([O:46][CH3:47])[CH:33]=4)[CH:26]=3)=[CH:16][CH:15]=2)=[O:48])[CH:10]=1)([CH3:2])([CH3:3])[CH3:4]. The catalyst class is: 38.